Dataset: Forward reaction prediction with 1.9M reactions from USPTO patents (1976-2016). Task: Predict the product of the given reaction. Given the reactants [NH2:1][C:2]1[S:3][C@:4]2([CH2:28]O)[C@H:6]([C@:7]([C:10]3[CH:11]=[C:12]([NH:18][C:19](=[O:27])[C:20]4[CH:25]=[CH:24][C:23]([Cl:26])=[CH:22][N:21]=4)[CH:13]=[C:14]([F:17])[C:15]=3[F:16])([CH3:9])[N:8]=1)[CH2:5]2.C(=O)=O.CC(C)=O.C(N(S(F)(F)[F:43])CC)C.C([O-])(O)=O.[Na+], predict the reaction product. The product is: [NH2:1][C:2]1[S:3][C@:4]2([CH2:28][F:43])[C@H:6]([C@:7]([C:10]3[CH:11]=[C:12]([NH:18][C:19](=[O:27])[C:20]4[CH:25]=[CH:24][C:23]([Cl:26])=[CH:22][N:21]=4)[CH:13]=[C:14]([F:17])[C:15]=3[F:16])([CH3:9])[N:8]=1)[CH2:5]2.